From a dataset of Reaction yield outcomes from USPTO patents with 853,638 reactions. Predict the reaction yield, written as a fraction of the theoretical maximum amount of product (1.0 means a 100% yield; for example, 0.34 means a 34% yield). (1) The reactants are [C:1]([O:5][C:6]([NH:8][CH2:9][CH:10]1[CH2:13][NH:12][CH2:11]1)=[O:7])([CH3:4])([CH3:3])[CH3:2].[CH2:14]([O:21][C:22]([NH:24][C:25](=[NH:28])OC)=[O:23])[C:15]1[CH:20]=[CH:19][CH:18]=[CH:17][CH:16]=1. The catalyst is C1(C)C=CC=CC=1. The product is [C:1]([O:5][C:6]([NH:8][CH2:9][CH:10]1[CH2:11][N:12]([C:25](=[NH:28])[NH:24][C:22]([O:21][CH2:14][C:15]2[CH:16]=[CH:17][CH:18]=[CH:19][CH:20]=2)=[O:23])[CH2:13]1)=[O:7])([CH3:4])([CH3:2])[CH3:3]. The yield is 0.380. (2) The reactants are [C:1]([C:5]1[S:9][C:8]([C:10]([NH:12][C@@H:13]([CH2:21][C:22]2[CH:27]=[CH:26][C:25](B3OC(C)(C)C(C)(C)O3)=[CH:24][CH:23]=2)[C:14]([O:16][C:17]([CH3:20])([CH3:19])[CH3:18])=[O:15])=[O:11])=[CH:7][CH:6]=1)([CH3:4])([CH3:3])[CH3:2].[Br:37][C:38]1[CH:39]=[N:40][C:41](I)=[N:42][CH:43]=1.CC#N.C1COCC1. The product is [Br:37][C:38]1[CH:39]=[N:40][C:41]([C:25]2[CH:24]=[CH:23][C:22]([CH2:21][C@H:13]([NH:12][C:10]([C:8]3[S:9][C:5]([C:1]([CH3:2])([CH3:3])[CH3:4])=[CH:6][CH:7]=3)=[O:11])[C:14]([O:16][C:17]([CH3:20])([CH3:19])[CH3:18])=[O:15])=[CH:27][CH:26]=2)=[N:42][CH:43]=1. The catalyst is O.CC(=O)OCC.C1C=CC(P(C2C=CC=CC=2)[C-]2C=CC=C2)=CC=1.C1C=CC(P(C2C=CC=CC=2)[C-]2C=CC=C2)=CC=1.Cl[Pd]Cl.[Fe+2]. The yield is 0.630.